From a dataset of Full USPTO retrosynthesis dataset with 1.9M reactions from patents (1976-2016). Predict the reactants needed to synthesize the given product. (1) Given the product [O:27]=[CH:4][CH2:3][CH2:2][CH2:1][C:6]1([C:19]([O:21][CH3:22])=[O:20])[CH2:11][CH2:10][N:9]([C:12]([O:14][C:15]([CH3:16])([CH3:18])[CH3:17])=[O:13])[CH2:8][CH2:7]1, predict the reactants needed to synthesize it. The reactants are: [CH2:1]([C:6]1([C:19]([O:21][CH3:22])=[O:20])[CH2:11][CH2:10][N:9]([C:12]([O:14][C:15]([CH3:18])([CH3:17])[CH3:16])=[O:13])[CH2:8][CH2:7]1)[CH2:2][CH2:3][CH:4]=C.CSC.C[OH:27]. (2) Given the product [C:6]([CH2:8][N:9]1[C:14](=[O:15])[CH:13]=[CH:12][C:11]([C:16]2[CH:17]=[CH:18][C:19]([C:20]([O:22][CH2:23][CH3:24])=[O:21])=[CH:25][CH:26]=2)=[CH:10]1)([OH:7])=[O:5], predict the reactants needed to synthesize it. The reactants are: C([O:5][C:6]([CH2:8][N:9]1[C:14](=[O:15])[CH:13]=[CH:12][C:11]([C:16]2[CH:26]=[CH:25][C:19]([C:20]([O:22][CH2:23][CH3:24])=[O:21])=[CH:18][CH:17]=2)=[CH:10]1)=[O:7])(C)(C)C.FC(F)(F)C(O)=O. (3) Given the product [CH2:11]([O:10][C:8]([C:3]1[C:2]([O:1][CH2:14][C:15]([O:17][CH2:18][CH3:19])=[O:16])=[CH:7][CH:6]=[CH:5][N:4]=1)=[O:9])[CH3:12], predict the reactants needed to synthesize it. The reactants are: [OH:1][C:2]1[C:3]([C:8]([O:10][CH2:11][CH3:12])=[O:9])=[N:4][CH:5]=[CH:6][CH:7]=1.Br[CH2:14][C:15]([O:17][CH2:18][CH3:19])=[O:16].C(=O)([O-])[O-].[K+].[K+]. (4) Given the product [Br:7][C:5]1[N:6]=[C:2]([C:16]2[CH:17]=[CH:18][N:19]=[C:14]([Cl:13])[N:15]=2)[S:3][CH:4]=1, predict the reactants needed to synthesize it. The reactants are: Br[C:2]1[S:3][CH:4]=[C:5]([Br:7])[N:6]=1.C([Li])CCC.[Cl:13][C:14]1[N:19]=[CH:18][CH:17]=[CH:16][N:15]=1.O.C(C1C(=O)C(Cl)=C(Cl)C(=O)C=1C#N)#N.[OH-].[Na+]. (5) Given the product [C:1]([N:4]1[C:13]2[C:8](=[CH:9][CH:10]=[CH:11][CH:12]=2)[C@H:7]([O:14][C:21]2[CH:19]=[CH:18][C:17]([F:16])=[C:23]([F:24])[CH:22]=2)[CH2:6][C@@H:5]1[CH3:15])(=[O:3])[CH3:2], predict the reactants needed to synthesize it. The reactants are: [C:1]([N:4]1[C:13]2[C:8](=[CH:9][CH:10]=[CH:11][CH:12]=2)[C@@H:7]([OH:14])[CH2:6][C@@H:5]1[CH3:15])(=[O:3])[CH3:2].[F:16][C:17]1[CH:18]=[C:19]([CH:21]=[CH:22][C:23]=1[F:24])N. (6) Given the product [CH:9]1[C:10]2[NH:11][C:12]3[C:17](=[CH:16][CH:15]=[CH:14][CH:13]=3)[C:18]=2[C:6]([O:5][CH2:4][C@@H:3]([OH:19])[CH2:2][NH:1][CH:43]2[CH2:42][CH2:41][N:40]([C:37]3[CH:36]=[CH:35][C:34]([S:31]([NH:30][C:24]4[CH:25]=[CH:26][C:27]([O:28][CH3:29])=[C:22]([O:21][CH3:20])[CH:23]=4)(=[O:32])=[O:33])=[CH:39][CH:38]=3)[CH2:45][CH2:44]2)=[CH:7][CH:8]=1, predict the reactants needed to synthesize it. The reactants are: [NH2:1][CH2:2][CH:3]([OH:19])[CH2:4][O:5][C:6]1[C:18]2[C:17]3[C:12](=[CH:13][CH:14]=[CH:15][CH:16]=3)[NH:11][C:10]=2[CH:9]=[CH:8][CH:7]=1.[CH3:20][O:21][C:22]1[CH:23]=[C:24]([NH:30][S:31]([C:34]2[CH:39]=[CH:38][C:37]([N:40]3[CH2:45][CH2:44][C:43](=O)[CH2:42][CH2:41]3)=[CH:36][CH:35]=2)(=[O:33])=[O:32])[CH:25]=[CH:26][C:27]=1[O:28][CH3:29]. (7) The reactants are: [CH:1]([C:9]1[CH:10]=[C:11]([CH:15]=[CH:16][CH:17]=1)[C:12]([OH:14])=O)=[CH:2][C:3]1[CH:8]=[CH:7][CH:6]=[CH:5][CH:4]=1.[CH2:18]([NH2:21])[CH2:19][CH3:20]. Given the product [CH2:18]([NH:21][C:12](=[O:14])[C:11]1[CH:15]=[CH:16][CH:17]=[C:9]([CH:1]=[CH:2][C:3]2[CH:4]=[CH:5][CH:6]=[CH:7][CH:8]=2)[CH:10]=1)[CH2:19][CH3:20], predict the reactants needed to synthesize it.